Dataset: Reaction yield outcomes from USPTO patents with 853,638 reactions. Task: Predict the reaction yield, written as a fraction of the theoretical maximum amount of product (1.0 means a 100% yield; for example, 0.34 means a 34% yield). (1) The reactants are [CH2:1]([C:5]1[N:10]=[C:9]([CH3:11])[N:8]([C:12]2[CH:13]=[C:14]3[C:18](=[CH:19][CH:20]=2)[CH2:17][CH2:16][CH:15]3[O:21][Si](C(C)(C)C)(C)C)[C:7](=[O:29])[C:6]=1[CH2:30][C:31]1[CH:36]=[CH:35][C:34]([C:37]2[CH:42]=[CH:41][CH:40]=[CH:39][C:38]=2[C:43]2[NH:47][C:46](=[O:48])[O:45][N:44]=2)=[CH:33][CH:32]=1)[CH2:2][CH2:3][CH3:4].[F-].C([N+](CCCC)(CCCC)CCCC)CCC.C(OCC)(=O)C.O. The catalyst is O1CCCC1. The product is [CH2:1]([C:5]1[N:10]=[C:9]([CH3:11])[N:8]([C:12]2[CH:13]=[C:14]3[C:18](=[CH:19][CH:20]=2)[CH2:17][CH2:16][CH:15]3[OH:21])[C:7](=[O:29])[C:6]=1[CH2:30][C:31]1[CH:36]=[CH:35][C:34]([C:37]2[CH:42]=[CH:41][CH:40]=[CH:39][C:38]=2[C:43]2[NH:47][C:46](=[O:48])[O:45][N:44]=2)=[CH:33][CH:32]=1)[CH2:2][CH2:3][CH3:4]. The yield is 0.590. (2) The reactants are [NH2:1][C:2]1[C:7]2[C:8]([C:11]3[CH:16]=[CH:15][C:14]([NH:17][C:18]([C:20]4[N:21]([CH3:29])[C:22]5[C:27]([CH:28]=4)=[CH:26][CH:25]=[CH:24][CH:23]=5)=[O:19])=[C:13]([O:30][CH3:31])[CH:12]=3)=[CH:9][S:10][C:6]=2[C:5]([C:32]#[C:33][CH2:34][NH:35][CH:36]2[CH2:45][CH2:44][C:39]3(OCC[O:40]3)[CH2:38][CH2:37]2)=[CH:4][N:3]=1.Cl.C(=O)([O-])[O-].[Na+].[Na+].O. The catalyst is CC(C)=O.C(OCC)(=O)C. The product is [NH2:1][C:2]1[C:7]2[C:8]([C:11]3[CH:16]=[CH:15][C:14]([NH:17][C:18]([C:20]4[N:21]([CH3:29])[C:22]5[C:27]([CH:28]=4)=[CH:26][CH:25]=[CH:24][CH:23]=5)=[O:19])=[C:13]([O:30][CH3:31])[CH:12]=3)=[CH:9][S:10][C:6]=2[C:5]([C:32]#[C:33][CH2:34][NH:35][CH:36]2[CH2:37][CH2:38][C:39](=[O:40])[CH2:44][CH2:45]2)=[CH:4][N:3]=1. The yield is 0.410.